From a dataset of Retrosynthesis with 50K atom-mapped reactions and 10 reaction types from USPTO. Predict the reactants needed to synthesize the given product. (1) Given the product CN(C)CCN1CCn2c(c(C3CCCCC3)c3ccc(C(=O)O)cc32)-c2occc2C1, predict the reactants needed to synthesize it. The reactants are: COC(=O)c1ccc2c(C3CCCCC3)c3n(c2c1)CCN(CCN(C)C)Cc1ccoc1-3. (2) The reactants are: CC(C)(C)OC(=O)OC(=O)OC(C)(C)C.NC(CC(F)(F)F)C(=O)O. Given the product CC(C)(C)OC(=O)NC(CC(F)(F)F)C(=O)O, predict the reactants needed to synthesize it. (3) The reactants are: O=C1CSC(=O)N1.O=Cc1ccc2c(c1)N(Cc1ccccc1)C(=O)CO2. Given the product O=C1NC(=O)C(=Cc2ccc3c(c2)N(Cc2ccccc2)C(=O)CO3)S1, predict the reactants needed to synthesize it. (4) Given the product CCOC(=O)C(C)Oc1ccc(C)c(C)c1, predict the reactants needed to synthesize it. The reactants are: CCOC(=O)C(C)Br.Cc1ccc(O)cc1C. (5) Given the product CN(C(=O)OC(C)(C)C)c1cc(Oc2ccc(O)c(C(C)(C)C)c2)ccc1[N+](=O)[O-], predict the reactants needed to synthesize it. The reactants are: CC(C)(C)c1cc(O)ccc1O.CN(C(=O)OC(C)(C)C)c1cc(Cl)ccc1[N+](=O)[O-]. (6) The reactants are: CC(=O)Cl.Nc1c(F)cccc1[N+](=O)[O-]. Given the product CC(=O)Nc1c(F)cccc1[N+](=O)[O-], predict the reactants needed to synthesize it.